Dataset: Reaction yield outcomes from USPTO patents with 853,638 reactions. Task: Predict the reaction yield, written as a fraction of the theoretical maximum amount of product (1.0 means a 100% yield; for example, 0.34 means a 34% yield). (1) The yield is 0.870. The catalyst is O.O1CCCC1.O1CCOCC1. The reactants are [H-].[Na+].[CH3:3][O:4][C:5]1[CH:10]=[CH:9][C:8]([OH:11])=[CH:7][CH:6]=1.Cl[C@@H:13]([CH2:17][CH3:18])[C:14](O)=[O:15].Cl.C(N1C=CN=C1)([N:22]1C=CN=C1)=O.N. The product is [CH3:3][O:4][C:5]1[CH:10]=[CH:9][C:8]([O:11][C@@H:13]([CH2:17][CH3:18])[C:14]([NH2:22])=[O:15])=[CH:7][CH:6]=1. (2) The reactants are [NH:1]1[CH:5]=[CH:4][N:3]=[C:2]1[CH2:6][N:7]1CCC[C@H:9]([CH2:13][N:14]2[C:18]3[CH:19]=[CH:20][CH:21]=[CH:22][C:17]=3[N:16]=[C:15]2[CH2:23][N:24]([CH3:35])[C@@H:25]2[C:34]3[N:33]=[CH:32][CH:31]=[CH:30][C:29]=3[CH2:28][CH2:27][CH2:26]2)[CH2:8]1.NCCCN1C2C=CC=CC=2N=C1CN(C)[C@@H]1C2N=CC=CC=2CCC1.N1C=CN=C1C=O. No catalyst specified. The product is [NH:3]1[CH:4]=[CH:5][N:1]=[C:2]1[CH2:6][NH:7][CH2:8][CH2:9][CH2:13][N:14]1[C:18]2[CH:19]=[CH:20][CH:21]=[CH:22][C:17]=2[N:16]=[C:15]1[CH2:23][N:24]([CH3:35])[C@@H:25]1[C:34]2[N:33]=[CH:32][CH:31]=[CH:30][C:29]=2[CH2:28][CH2:27][CH2:26]1. The yield is 0.480. (3) No catalyst specified. The yield is 0.700. The product is [O:31]1[C:36]2[CH:37]=[CH:38][C:39]([S:41]([N:11]3[C:7]([C:1]4[CH:6]=[CH:5][CH:4]=[CH:3][CH:2]=4)=[CH:8][C:9]([CH:12]=[O:13])=[CH:10]3)(=[O:43])=[O:42])=[CH:40][C:35]=2[O:34][CH2:33][CH2:32]1. The reactants are [C:1]1([C:7]2[NH:11][CH:10]=[C:9]([CH:12]=[O:13])[CH:8]=2)[CH:6]=[CH:5][CH:4]=[CH:3][CH:2]=1.[H-].[Na+].C1OCCOCCOCCOCCOC1.[O:31]1[C:36]2[CH:37]=[CH:38][C:39]([S:41](Cl)(=[O:43])=[O:42])=[CH:40][C:35]=2[O:34][CH2:33][CH2:32]1. (4) The reactants are Br[C:2]1[CH:7]=[CH:6][CH:5]=[C:4]([O:8][CH2:9][CH2:10][CH2:11][O:12][CH3:13])[CH:3]=1.[CH3:14][C:15]1([CH3:31])[C:19]([CH3:21])([CH3:20])[O:18][B:17]([B:17]2[O:18][C:19]([CH3:21])([CH3:20])[C:15]([CH3:31])([CH3:14])[O:16]2)[O:16]1.C([O-])([O-])=O.[K+].[K+]. The catalyst is O1CCOCC1.CCOC(C)=O.Cl[Pd](Cl)([P](C1C=CC=CC=1)(C1C=CC=CC=1)C1C=CC=CC=1)[P](C1C=CC=CC=1)(C1C=CC=CC=1)C1C=CC=CC=1. The product is [CH3:13][O:12][CH2:11][CH2:10][CH2:9][O:8][C:4]1[CH:3]=[C:2]([B:17]2[O:18][C:19]([CH3:21])([CH3:20])[C:15]([CH3:31])([CH3:14])[O:16]2)[CH:7]=[CH:6][CH:5]=1. The yield is 0.0600.